From a dataset of Full USPTO retrosynthesis dataset with 1.9M reactions from patents (1976-2016). Predict the reactants needed to synthesize the given product. (1) Given the product [CH3:10][C:4]1[S:3][C:2]2[NH:1][C:12](=[O:14])[NH:9][C:7](=[O:8])[C:6]=2[CH:5]=1, predict the reactants needed to synthesize it. The reactants are: [NH2:1][C:2]1[S:3][C:4]([CH3:10])=[CH:5][C:6]=1[C:7]([NH2:9])=[O:8].Cl[C:12](Cl)([O:14]C(=O)OC(Cl)(Cl)Cl)Cl. (2) Given the product [F:31][CH:2]1[CH2:15][N:14]2[C:5](=[N:6][C:7]3[C:12]([C:13]2=[O:16])=[CH:11][CH:10]=[C:9]([C:17]#[C:18][C:19]2[CH:24]=[CH:23][CH:22]=[CH:21][N:20]=2)[CH:8]=3)[CH2:4][CH2:3]1, predict the reactants needed to synthesize it. The reactants are: O[CH:2]1[CH2:15][N:14]2[C:5](=[N:6][C:7]3[C:12]([C:13]2=[O:16])=[CH:11][CH:10]=[C:9]([C:17]#[C:18][C:19]2[CH:24]=[CH:23][CH:22]=[CH:21][N:20]=2)[CH:8]=3)[CH2:4][CH2:3]1.CCN(S(F)(F)[F:31])CC. (3) Given the product [F:3][CH2:4][C:5]1([C:53]([OH:55])=[O:54])[CH2:10][CH2:9][C:8]([C:11]2[C:12]([CH3:52])([CH3:51])[C@H:13]3[C@:26]([CH3:29])([CH2:27][CH:28]=2)[C@@H:25]2[C@:16]([CH3:50])([C@@:17]4([CH3:49])[C@H:22]([CH2:23][CH2:24]2)[C@H:21]2[C@H:30]([C:33]([CH3:35])=[CH2:34])[CH2:31][CH2:32][C@:20]2([NH:36][CH2:37][CH2:38][N:39]2[CH2:44][CH2:43][CH:42]([S:45]([CH3:48])(=[O:47])=[O:46])[CH2:41][CH2:40]2)[CH2:19][CH2:18]4)[CH2:15][CH2:14]3)=[CH:7][CH2:6]1, predict the reactants needed to synthesize it. The reactants are: [OH-].[Na+].[F:3][CH2:4][C:5]1([C:53]([O:55]CC)=[O:54])[CH2:10][CH2:9][C:8]([C:11]2[C:12]([CH3:52])([CH3:51])[C@H:13]3[C@:26]([CH3:29])([CH2:27][CH:28]=2)[C@@H:25]2[C@:16]([CH3:50])([C@@:17]4([CH3:49])[C@H:22]([CH2:23][CH2:24]2)[C@H:21]2[C@H:30]([C:33]([CH3:35])=[CH2:34])[CH2:31][CH2:32][C@:20]2([NH:36][CH2:37][CH2:38][N:39]2[CH2:44][CH2:43][CH:42]([S:45]([CH3:48])(=[O:47])=[O:46])[CH2:41][CH2:40]2)[CH2:19][CH2:18]4)[CH2:15][CH2:14]3)=[CH:7][CH2:6]1. (4) Given the product [C:34]([NH:1][C:2]1[CH:32]=[C:31]([F:33])[CH:30]=[CH:29][C:3]=1[CH2:4][NH:5][C:6]([C:8]1[N:9]=[C:10]2[N:15]([C:16](=[O:26])[C:17]=1[O:18][CH2:19][C:20]1[CH:25]=[CH:24][CH:23]=[CH:22][CH:21]=1)[CH2:14][CH2:13][O:12][C:11]2([CH3:28])[CH3:27])=[O:7])(=[O:36])[CH3:35], predict the reactants needed to synthesize it. The reactants are: [NH2:1][C:2]1[CH:32]=[C:31]([F:33])[CH:30]=[CH:29][C:3]=1[CH2:4][NH:5][C:6]([C:8]1[N:9]=[C:10]2[N:15]([C:16](=[O:26])[C:17]=1[O:18][CH2:19][C:20]1[CH:25]=[CH:24][CH:23]=[CH:22][CH:21]=1)[CH2:14][CH2:13][O:12][C:11]2([CH3:28])[CH3:27])=[O:7].[C:34](Cl)(=[O:36])[CH3:35].C(N(C(C)C)CC)(C)C.C([O-])(O)=O.[Na+]. (5) Given the product [CH3:1][O:2][C:3]1[CH:4]=[CH:5][C:6]2[N:12]=[CH:11][CH:10]=[C:9]([C@@H:13]([OH:24])[C@H:14]3[N:19]4[CH2:20][C@H:21]([CH:22]=[CH2:23])[C@@H:16]([CH2:17][CH2:18]4)[CH2:15]3)[C:7]=2[CH:8]=1.[O-:38][S:37]([C:36]([F:42])([F:41])[F:35])(=[O:2])=[O:39], predict the reactants needed to synthesize it. The reactants are: [CH3:1][O:2][C:3]1[CH:4]=[CH:5][C:6]2[N:12]=[CH:11][CH:10]=[C:9]([C@@H:13]([OH:24])[C@H:14]3[N:19]4[CH2:20][C@H:21]([CH:22]=[CH2:23])[C@@H:16]([CH2:17][CH2:18]4)[CH2:15]3)[C:7]=2[CH:8]=1.C(N(CC)CC)C.ClCCl.[F:35][C:36]([F:42])([F:41])[S:37](Cl)(=[O:39])=[O:38]. (6) Given the product [Cl:1][C:2]1[N:11]=[CH:10][C:9]2[N:8]([CH2:23][C:24]3[CH:25]=[N:26][N:27]([CH3:29])[CH:28]=3)[CH2:7][C@@H:6]3[CH2:12][O:13][CH2:14][CH2:15][N:5]3[C:4]=2[N:3]=1, predict the reactants needed to synthesize it. The reactants are: [Cl:1][C:2]1[N:11]=[CH:10][C:9]2[NH:8][CH2:7][C@@H:6]3[CH2:12][O:13][CH2:14][CH2:15][N:5]3[C:4]=2[N:3]=1.CC(C)([O-])C.[Na+].Cl[CH2:23][C:24]1[CH:25]=[N:26][N:27]([CH3:29])[CH:28]=1.